This data is from Forward reaction prediction with 1.9M reactions from USPTO patents (1976-2016). The task is: Predict the product of the given reaction. (1) The product is: [N+:27]([C:30]1[CH:31]=[CH:32][C:33]([S:36]([O:1][CH2:2][C:3]([CH3:4])([C:6]2[O:10][N:9]=[C:8]([NH:11][C:12]([O:13][C:14]3[CH:19]=[CH:18][CH:17]=[CH:16][CH:15]=3)=[O:20])[CH:7]=2)[CH3:5])(=[O:38])=[O:37])=[CH:34][CH:35]=1)([O-:29])=[O:28]. Given the reactants [OH:1][CH2:2][C:3]([C:6]1[O:10][N:9]=[C:8]([NH:11][C:12](=[O:20])[O:13][C:14]2[CH:19]=[CH:18][CH:17]=[CH:16][CH:15]=2)[CH:7]=1)([CH3:5])[CH3:4].N1C=CC=CC=1.[N+:27]([C:30]1[CH:35]=[CH:34][C:33]([S:36](Cl)(=[O:38])=[O:37])=[CH:32][CH:31]=1)([O-:29])=[O:28], predict the reaction product. (2) Given the reactants C(OC([N:8]1[CH2:12][CH2:11][C:10]2([CH2:17][CH2:16][N:15]([S:18]([CH3:21])(=[O:20])=[O:19])[CH2:14][CH2:13]2)[CH2:9]1)=O)(C)(C)C.[ClH:22], predict the reaction product. The product is: [ClH:22].[CH3:21][S:18]([N:15]1[CH2:14][CH2:13][C:10]2([CH2:9][NH:8][CH2:12][CH2:11]2)[CH2:17][CH2:16]1)(=[O:19])=[O:20]. (3) Given the reactants [N+:1]([C:4]1[CH:9]=[CH:8][C:7]([CH:10]([C:20]2[CH:25]=[CH:24][C:23]([N+:26]([O-])=O)=[CH:22][CH:21]=2)[CH2:11][CH2:12][NH:13][C:14](=[O:19])[C:15]([F:18])([F:17])[F:16])=[CH:6][CH:5]=1)([O-])=O.[Cl-].[NH4+].C(O)C, predict the reaction product. The product is: [NH2:26][C:23]1[CH:24]=[CH:25][C:20]([CH:10]([C:7]2[CH:6]=[CH:5][C:4]([NH2:1])=[CH:9][CH:8]=2)[CH2:11][CH2:12][NH:13][C:14](=[O:19])[C:15]([F:16])([F:17])[F:18])=[CH:21][CH:22]=1. (4) Given the reactants Cl[C:2]1[N:7]=[CH:6][N:5]=[C:4]([NH:8][C:9]2[CH:10]=[C:11]([CH:22]=[CH:23][CH:24]=2)[CH2:12][S:13](=[N:16][C:17](=[O:21])[O:18][CH2:19][CH3:20])([CH3:15])=[O:14])[N:3]=1.[F:25][C:26]1[CH:42]=[CH:41][C:29]([CH2:30][O:31][C:32]2[CH:37]=[CH:36][CH:35]=[CH:34][C:33]=2B(O)O)=[CH:28][CH:27]=1.C(=O)([O-])[O-].[K+].[K+], predict the reaction product. The product is: [F:25][C:26]1[CH:27]=[CH:28][C:29]([CH2:30][O:31][C:32]2[CH:37]=[CH:36][CH:35]=[CH:34][C:33]=2[C:2]2[N:7]=[CH:6][N:5]=[C:4]([NH:8][C:9]3[CH:10]=[C:11]([CH:22]=[CH:23][CH:24]=3)[CH2:12][S:13](=[N:16][C:17](=[O:21])[O:18][CH2:19][CH3:20])([CH3:15])=[O:14])[N:3]=2)=[CH:41][CH:42]=1. (5) Given the reactants C(=O)([O-])[O-].[K+].[K+].CS([C:11]1[N:12]=[C:13]([O:30][CH:31]2[CH2:34][O:33][CH2:32]2)[C:14]2[N:19]=[C:18]([C:20]3[CH:25]=[C:24]([CH3:26])[C:23]([O:27][CH3:28])=[C:22]([CH3:29])[CH:21]=3)[O:17][C:15]=2[N:16]=1)(=O)=O.[F:35][C:36]1[CH:41]=[CH:40][CH:39]=[CH:38][C:37]=1[OH:42], predict the reaction product. The product is: [F:35][C:36]1[CH:41]=[CH:40][CH:39]=[CH:38][C:37]=1[O:42][C:11]1[N:12]=[C:13]([O:30][CH:31]2[CH2:34][O:33][CH2:32]2)[C:14]2[N:19]=[C:18]([C:20]3[CH:25]=[C:24]([CH3:26])[C:23]([O:27][CH3:28])=[C:22]([CH3:29])[CH:21]=3)[O:17][C:15]=2[N:16]=1. (6) Given the reactants [C:1]1([CH2:7][CH2:8][NH2:9])[CH:6]=[CH:5][CH:4]=[CH:3][CH:2]=1.[Cl:10][C:11]1[CH:12]=[CH:13][C:14]([O:20][CH3:21])=[C:15]([CH:19]=1)[C:16](O)=[O:17].N=C=N, predict the reaction product. The product is: [Cl:10][C:11]1[CH:12]=[CH:13][C:14]([O:20][CH3:21])=[C:15]([CH:19]=1)[C:16]([NH:9][CH2:8][CH2:7][C:1]1[CH:6]=[CH:5][CH:4]=[CH:3][CH:2]=1)=[O:17].